This data is from Catalyst prediction with 721,799 reactions and 888 catalyst types from USPTO. The task is: Predict which catalyst facilitates the given reaction. (1) Reactant: [CH3:1][O:2][C:3]1[CH:4]=[C:5]2[C:10](=[CH:11][C:12]=1[O:13][CH3:14])[C:9](=[O:15])[NH:8][CH2:7]/[C:6]/2=[CH:16]\[C:17]([OH:19])=O.[NH2:20][C:21]1[CH:30]=[CH:29][CH:28]=[CH:27][C:22]=1[C:23]([O:25][CH3:26])=[O:24].C1C=CC2N(O)N=NC=2C=1.CCN=C=NCCCN(C)C.Cl.CCN(CC)CC. Product: [CH3:1][O:2][C:3]1[CH:4]=[C:5]2[C:10](=[CH:11][C:12]=1[O:13][CH3:14])[C:9](=[O:15])[NH:8][CH2:7]/[C:6]/2=[CH:16]\[C:17]([NH:20][C:21]1[CH:30]=[CH:29][CH:28]=[CH:27][C:22]=1[C:23]([O:25][CH3:26])=[O:24])=[O:19]. The catalyst class is: 241. (2) Reactant: [NH2:1][C:2]([C:6]1[CH:11]=[CH:10][C:9]([O:12][C:13]2[CH:18]=[CH:17][CH:16]=[CH:15][CH:14]=2)=[CH:8][CH:7]=1)=[CH:3][C:4]#[N:5].[N+:19]([C:22]1[CH:27]=[CH:26][C:25]([C:28](=O)[CH2:29][C:30](OCC)=[O:31])=[CH:24][CH:23]=1)([O-:21])=[O:20]. Product: [N+:19]([C:22]1[CH:23]=[CH:24][C:25]([C:28]2[NH:1][C:2]([C:6]3[CH:11]=[CH:10][C:9]([O:12][C:13]4[CH:18]=[CH:17][CH:16]=[CH:15][CH:14]=4)=[CH:8][CH:7]=3)=[C:3]([C:4]#[N:5])[C:30](=[O:31])[CH:29]=2)=[CH:26][CH:27]=1)([O-:21])=[O:20]. The catalyst class is: 80. (3) Reactant: [S:1]1[CH:5]=[C:4]([C:6]2[N:7]=[CH:8][N:9]3[CH:13]=[CH:12][S:11][C:10]=23)[N:3]=[CH:2]1.[CH2:14]([Sn:18](Cl)([CH2:23][CH2:24][CH2:25][CH3:26])[CH2:19][CH2:20][CH2:21][CH3:22])[CH2:15][CH2:16][CH3:17].C[Si]([N-][Si](C)(C)C)(C)C.[Li+].C1COCC1.[Cl-].[Na+]. Product: [S:1]1[CH:5]=[C:4]([C:6]2[N:7]=[CH:8][N:9]3[CH:13]=[C:12]([Sn:18]([CH2:19][CH2:20][CH2:21][CH3:22])([CH2:23][CH2:24][CH2:25][CH3:26])[CH2:14][CH2:15][CH2:16][CH3:17])[S:11][C:10]=23)[N:3]=[CH:2]1. The catalyst class is: 1. (4) Reactant: [O:1]1[CH:5]=[CH:4][CH:3]=[CH:2]1.[Li]CCCC.[CH2:11]([O:18][C@H:19]1[C@@H:23]([CH2:24][C@@H:25]2[CH2:29][O:28][C:27]([CH3:31])([CH3:30])[O:26]2)[O:22][C@@H:21]([CH2:32][CH:33]=[O:34])[C@@H:20]1[O:35][CH2:36][C:37]1[CH:42]=[CH:41][C:40]([O:43][CH3:44])=[CH:39][CH:38]=1)[C:12]1[CH:17]=[CH:16][CH:15]=[CH:14][CH:13]=1.C(O[C@H]1[C@@H](C[C@H]2COC(C)(C)O2)O[C@@H](CC=O)[C@@H]1OCC1C=CC(OC)=CC=1)C1C=CC=CC=1.[NH4+].[Cl-]. Product: [CH2:11]([O:18][C@H:19]1[C@@H:23]([CH2:24][C@@H:25]2[CH2:29][O:28][C:27]([CH3:30])([CH3:31])[O:26]2)[O:22][C@@H:21]([CH2:32][CH:33]([C:2]2[O:1][CH:5]=[CH:4][CH:3]=2)[OH:34])[C@@H:20]1[O:35][CH2:36][C:37]1[CH:38]=[CH:39][C:40]([O:43][CH3:44])=[CH:41][CH:42]=1)[C:12]1[CH:17]=[CH:16][CH:15]=[CH:14][CH:13]=1. The catalyst class is: 20. (5) Reactant: [C:1]([C:3]1[CH:4]=[C:5]([CH:16]=[CH:17][CH:18]=1)[C:6]([NH:8][C:9]1[C:10]([NH2:15])=[CH:11][CH:12]=[CH:13][CH:14]=1)=[O:7])#[N:2].[CH2:19]([O:21][C:22]1[CH:30]=[CH:29][C:25]([C:26](Cl)=[O:27])=[CH:24][CH:23]=1)[CH3:20]. Product: [C:1]([C:3]1[CH:4]=[C:5]([CH:16]=[CH:17][CH:18]=1)[C:6]([NH:8][C:9]1[C:10]([NH:15][C:26](=[O:27])[C:25]2[CH:24]=[CH:23][C:22]([O:21][CH2:19][CH3:20])=[CH:30][CH:29]=2)=[CH:11][CH:12]=[CH:13][CH:14]=1)=[O:7])#[N:2]. The catalyst class is: 66. (6) Reactant: [OH:1][CH:2]([C@@H:14]([NH:28]C(=O)OC(C)(C)C)[CH2:15][CH2:16][CH2:17][CH2:18][NH:19][C:20]([N:22]1[CH2:27][CH2:26][O:25][CH2:24][CH2:23]1)=[O:21])[C:3](=[O:13])[NH:4][C@@H:5]([C:7]1[CH:12]=[CH:11][CH:10]=[CH:9][CH:8]=1)[CH3:6].[ClH:36]. Product: [ClH:36].[NH2:28][C@H:14]([CH:2]([OH:1])[C:3](=[O:13])[NH:4][C@@H:5]([C:7]1[CH:8]=[CH:9][CH:10]=[CH:11][CH:12]=1)[CH3:6])[CH2:15][CH2:16][CH2:17][CH2:18][NH:19][C:20]([N:22]1[CH2:23][CH2:24][O:25][CH2:26][CH2:27]1)=[O:21]. The catalyst class is: 13.